This data is from Full USPTO retrosynthesis dataset with 1.9M reactions from patents (1976-2016). The task is: Predict the reactants needed to synthesize the given product. (1) Given the product [C:1]([O:5][C@@H:6]([C:12]1[C:13]([CH3:37])=[N:14][C:15]2[N:16]([N:29]=[C:30]([C:32]([OH:34])=[O:33])[CH:31]=2)[C:17]=1[C:18]1[C:27]([F:28])=[CH:26][C:21]2[O:22][CH2:23][CH2:24][NH:25][C:20]=2[CH:19]=1)[C:7]([O:9][CH2:10][CH3:11])=[O:8])([CH3:4])([CH3:2])[CH3:3], predict the reactants needed to synthesize it. The reactants are: [C:1]([O:5][C@@H:6]([C:12]1[C:13]([CH3:37])=[N:14][C:15]2[N:16]([N:29]=[C:30]([C:32]([O:34]CC)=[O:33])[CH:31]=2)[C:17]=1[C:18]1[C:27]([F:28])=[CH:26][C:21]2[O:22][CH2:23][CH2:24][NH:25][C:20]=2[CH:19]=1)[C:7]([O:9][CH2:10][CH3:11])=[O:8])([CH3:4])([CH3:3])[CH3:2].[OH-].[Na+]. (2) Given the product [CH2:38]([O:34][CH2:33][CH:31]1[O:30][C:11]2([CH2:16][CH2:15][N:14]([C:17]([C:19]3[CH:24]=[CH:23][C:22]([O:25][CH:26]([CH3:28])[CH3:27])=[C:21]([CH3:29])[CH:20]=3)=[O:18])[CH2:13][CH2:12]2)[CH2:10][NH:9][CH2:32]1)[CH3:39], predict the reactants needed to synthesize it. The reactants are: Cl.C([N:9]1[CH2:32][CH:31]([CH2:33][OH:34])[O:30][C:11]2([CH2:16][CH2:15][N:14]([C:17]([C:19]3[CH:24]=[CH:23][C:22]([O:25][CH:26]([CH3:28])[CH3:27])=[C:21]([CH3:29])[CH:20]=3)=[O:18])[CH2:13][CH2:12]2)[CH2:10]1)C1C=CC=CC=1.[H-].[Na+].I[CH2:38][CH3:39].C([O-])=O.[NH4+]. (3) Given the product [CH2:16]([N:5]1[C:4](=[O:8])[C:3]([Cl:9])=[C:2]([Cl:1])[CH:7]=[N:6]1)[C:17]1[CH:22]=[CH:21][CH:20]=[CH:19][CH:18]=1, predict the reactants needed to synthesize it. The reactants are: [Cl:1][C:2]1[CH:7]=[N:6][NH:5][C:4](=[O:8])[C:3]=1[Cl:9].C([O-])([O-])=O.[K+].[K+].[CH2:16](Br)[C:17]1[CH:22]=[CH:21][CH:20]=[CH:19][CH:18]=1.N1NC(=O)C=CC=1.